This data is from Experimentally validated miRNA-target interactions with 360,000+ pairs, plus equal number of negative samples. The task is: Binary Classification. Given a miRNA mature sequence and a target amino acid sequence, predict their likelihood of interaction. (1) The miRNA is mmu-miR-434-5p with sequence GCUCGACUCAUGGUUUGAACCA. The protein sequence of the target gene is MPLVRYRKVAILGYRSVGKTSLAHQFVEGEFLEGYDPTVENTYSKTVTLGKDEFHLHLVDTAGQDEYSILPYSLIIGVHGYVLVYSVNSLRSFQIVKNLYQKLHEGHGKTRLSVLLVGNKADLSPEREVQAVEGKKLAESWGAMFMESSARDNQLTQDVFIKVIQEIARVENSYGRQDRRCYLM. Result: 0 (no interaction). (2) The miRNA is hsa-miR-599 with sequence GUUGUGUCAGUUUAUCAAAC. The protein sequence of the target gene is MPILSKIWAAPAAGILRKTPRNAHQMRLISMTSSMKAKVFNSAEEAVKDIPDNAKLLVGGFGLCGIPENLIQAITKTGQKGLTCVSNNAGVDNWGLGLLLQTRQIKKMISSYVGENGEFARQYLSGELELEFTPQGTLAERIRAAGAGVPAFYTPTGYGTQIQEGGAPIKYSKTEKGKIEVASKAKETRQFNGINYVMEEAIWGDFALIKAWRADTLGNIQFRHAAGNFNNPMCKASKCTIVEVEEIVEPGVIAPNDVHIPSIYCHRLVLGKNYKKPIERPMFAHEGPIKPSTSAAGKSR.... Result: 0 (no interaction). (3) The miRNA is mmu-miR-466f-3p with sequence CAUACACACACACAUACACAC. The protein sequence of the target gene is MTDFKLGIVRLGRVAGKTKYTLIDEQDIPLVESYSFEARMEVDADGNGAKIFAYAFDKNRGRGSGRLLHELLWERHRGGVAPGFQVVHLNAVTVDNRLDNLQLVPWGWRPKAEETSSKQREQSLYWLAIQQLPTDPIEEQFPVLNVTRYYNANGDVVEEEENSCTYYECHYPPCTVIEKQLREFNICGRCQVARYCGSQCQQKDWPAHKKHCRERKRPFQHELEPER. Result: 0 (no interaction). (4) The miRNA is hsa-miR-224-5p with sequence UCAAGUCACUAGUGGUUCCGUUUAG. The protein sequence of the target gene is MEDSQDLNEQSVKKTCTESDVSQSQNSRSMEMQDLASPHTLVGGGDTPGSSKLEKSNLSSTSVTTNGTGGENMTVLNTADWLLSCNTPSSATMSLLAVKTEPLNSSETTATTGDGALDTFTGSVITSSGYSPRSAHQYSPQLYPSKPYPHILSTPAAQTMSAYAGQTQYSGMQQPAVYTAYSQTGQPYSLPTYDLGVMLPAIKTESGLSQTQSPLQSGCLSYSPGFSTPQPGQTPYSYQMPGSSFAPSSTIYANNSVSNSTNFSGSQQDYPSYTAFGQNQYAQYYSASTYGAYMTSNNTA.... Result: 1 (interaction). (5) The protein sequence of the target gene is MGKIALQLKATLENITNLRPVGEDFRWYLKMKCGNCGEISDKWQYIRLMDSVALKGGRGSASMVQKCKLCARENSIEILSSTIKPYNAEDNENFKTIVEFECRGLEPVDFQPQAGFAAEGVESGTAFSDINLQEKDWTDYDEKAQESVGIYEVTHQFVKC. The miRNA is hsa-miR-874-5p with sequence CGGCCCCACGCACCAGGGUAAGA. Result: 0 (no interaction). (6) The miRNA is mmu-let-7b-5p with sequence UGAGGUAGUAGGUUGUGUGGUU. The protein sequence of the target gene is MAPSGSLAVPLAVLVLLLWGAPWTHGRRSNVRVITDENWRELLEGDWMIEFYAPWCPACQNLQPEWESFAEWGEDLEVNIAKVDVTEQPGLSGRFIITALPTIYHCKDGEFRRYQGPRTKKDFINFISDKEWKSIEPVSSWFGPGSVLMSSMSALFQLSMWIRTCHNYFIEDLGLPVWGSYTVFALATLFSGLLLGLCMIFVADCLCPSKRRRPQPYPYPSKKLLSESAQPLKKVEEEQEADEEDVSEEEAESKEGTNKDFPQNAIRQRSLGPSLATDKS. Result: 0 (no interaction). (7) The miRNA is hsa-miR-7155-5p with sequence UCUGGGGUCUUGGGCCAUC. The protein sequence of the target gene is MASFPETDFQICLLCKEMCGSPAPLSSNSSASSSSSQTSTSSGGGGGGPGAAARRLHVLPCLHAFCRPCLEAHRLPAAGGGAAGEPLKLRCPVCDQKVVLAEAAGMDALPSSAFLLSNLLDAVVATADEPPPKNGRAGAPAGAGGHSNHRHHAHHAHPRASASAPPLPQAPQPPAPSRSAPGGPAASPSALLLRRPHGCSSCDEGNAASSRCLDCQEHLCDNCVRAHQRVRLTKDHYIERGPPGPGAAAAAQQLGLGPPFPGPPFSILSVFPERLGFCQHHDDEVLHLYCDTCSVPICRE.... Result: 1 (interaction).